This data is from Forward reaction prediction with 1.9M reactions from USPTO patents (1976-2016). The task is: Predict the product of the given reaction. Given the reactants [Br:1][C:2]1[CH:7]=[C:6]([N+:8]([O-:10])=[O:9])[C:5](F)=[CH:4][C:3]=1[F:12].[CH2:13]([NH:17][CH2:18][CH:19]([CH3:21])[CH3:20])[CH:14]([CH3:16])[CH3:15].CCN(C(C)C)C(C)C, predict the reaction product. The product is: [Br:1][C:2]1[C:3]([F:12])=[CH:4][C:5]([N:17]([CH2:18][CH:19]([CH3:21])[CH3:20])[CH2:13][CH:14]([CH3:16])[CH3:15])=[C:6]([N+:8]([O-:10])=[O:9])[CH:7]=1.